This data is from Forward reaction prediction with 1.9M reactions from USPTO patents (1976-2016). The task is: Predict the product of the given reaction. (1) The product is: [C:1]([NH:4][C@@H:5]([C:13]([OH:15])=[O:14])[CH2:6][CH:7]([C:9]([F:11])([F:12])[F:10])[CH3:8])(=[O:3])[CH3:2]. Given the reactants [C:1]([NH:4][C@H:5]([C:13]([OH:15])=[O:14])[CH2:6][CH:7]([C:9]([F:12])([F:11])[F:10])[CH3:8])(=[O:3])[CH3:2].[OH-].[Na+], predict the reaction product. (2) Given the reactants [Cl:1][C:2]1[CH:3]=[C:4]([CH:7]=[C:8]([Cl:10])[CH:9]=1)[CH:5]=O.[CH2:11]([NH:15][CH2:16][C@@H:17]1[CH2:21][CH2:20][CH2:19][N:18]1[C:22]([O:24][C:25]([CH3:28])([CH3:27])[CH3:26])=[O:23])[CH:12]([CH3:14])[CH3:13].C(O[BH-](OC(=O)C)OC(=O)C)(=O)C.[Na+].[OH-].[Na+], predict the reaction product. The product is: [Cl:1][C:2]1[CH:3]=[C:4]([CH:7]=[C:8]([Cl:10])[CH:9]=1)[CH2:5][N:15]([CH2:16][C@@H:17]1[CH2:21][CH2:20][CH2:19][N:18]1[C:22]([O:24][C:25]([CH3:27])([CH3:26])[CH3:28])=[O:23])[CH2:11][CH:12]([CH3:14])[CH3:13]. (3) Given the reactants [CH3:1][CH:2]([CH3:18])[CH:3]([NH:7][C:8]1[C:17]2[C:12](=[CH:13][CH:14]=[CH:15][CH:16]=2)[N:11]=[CH:10][CH:9]=1)[C:4]([NH2:6])=O.B, predict the reaction product. The product is: [CH3:1][CH:2]([CH3:18])[CH:3]([NH:7][C:8]1[C:17]2[C:12](=[CH:13][CH:14]=[CH:15][CH:16]=2)[N:11]=[CH:10][CH:9]=1)[CH2:4][NH2:6].